This data is from Antibody developability classification from SAbDab with 2,409 antibodies. The task is: Regression/Classification. Given an antibody's heavy chain and light chain sequences, predict its developability. TAP uses regression for 5 developability metrics; SAbDab uses binary classification. (1) The antibody is ['QVQLVQSGAEVKKPGASVKVSCKASGYTFTDYYMHWVRQAPGQGLEWMGETNPRNGGTTYNEKFKGKATMTRDTSTSTAYMELSSLRSEDTAVYYCTIGTSGYDYFDYWGQGTLVTVSS', 'DIVMTQTPLSLSVTPGQPASISCRSSQSIVHSDGNIYLEWYLQKPGQSPKLLIYKVSYRFSGVPDRFSGSGSGTGFTLKISRVEAEDVGVYYCFQASHVPYTFGGGTKLEIK']. Result: 1 (developable). (2) The antibody is ['2dqi', 'DIVLTQSPATLSVTPGNSVSLSCRASQSIGNNLHWYQQKSHESPRLLIKYASQSISGIPSRFSGSGSGTDFTLSINSVETEDFGMYFCQQSNAWPYTFGGGTKLEIK']. Result: 0 (not developable). (3) Result: 0 (not developable). The antibody is ['EVQLQESGPSLVKPSQTLSLTCSVTGDSVTSGYWSWIRQFPGNKLDYMGYISYRGSTYYNPSLKSRISITRDTSKNQVYLQLKSVSSEDTATYYCSYFDSDDYAMEYWGQGTSVTVS', 'QIVLTQSPAIMSASPGEKVTLTCSASSSVSSSHLYWYQQKPGSSPKLWIYSTSNLASGVPARFSGSGSGTSYSLTISSMEAEDAASYFCHQWSSFPFTFGSGTKLEIK']. (4) The antibody is ['QVQLQQSGAELMKPGASVKISCKATGYTFSSYWIEWVKQRPGHGLEWIGEILPGSGSTNYNERFKGKASFTADSSSNTAYMQLSSLTSEDSAVYYCTRTSYYFGSSYDFDVWGAGTTVTVSS', 'DIQMTQSPSSLSASLGERVSLTCRASQEISGYLSWLQQKPDGTIKRLIYAASTLDSSVPKRFSGSRSGSDYSLTISSLDSEDFAVYYCLQYASYPYTFGGGTKVEIK']. Result: 0 (not developable).